Dataset: Reaction yield outcomes from USPTO patents with 853,638 reactions. Task: Predict the reaction yield, written as a fraction of the theoretical maximum amount of product (1.0 means a 100% yield; for example, 0.34 means a 34% yield). (1) The reactants are Br[CH2:2][C:3]([C:5]1[CH:10]=[CH:9][C:8]([O:11][CH2:12][CH2:13][CH2:14][CH2:15][CH2:16][CH2:17][CH3:18])=[CH:7][CH:6]=1)=[O:4].[C:19]([C:23]1[CH:46]=[CH:45][C:26]([C:27]([NH:29][C@H:30]([C:41]([O:43][CH3:44])=[O:42])[CH2:31][C:32]2[CH:40]=[CH:39][C:35]([C:36]([OH:38])=[O:37])=[CH:34][CH:33]=2)=[O:28])=[CH:25][CH:24]=1)([CH3:22])([CH3:21])[CH3:20].C(O)(=O)CC(CC(O)=O)(C(O)=O)O. The catalyst is C(#N)C. The product is [C:19]([C:23]1[CH:46]=[CH:45][C:26]([C:27]([NH:29][C@H:30]([C:41]([O:43][CH3:44])=[O:42])[CH2:31][C:32]2[CH:33]=[CH:34][C:35]([C:36]([O:38][CH2:2][C:3]([C:5]3[CH:10]=[CH:9][C:8]([O:11][CH2:12][CH2:13][CH2:14][CH2:15][CH2:16][CH2:17][CH3:18])=[CH:7][CH:6]=3)=[O:4])=[O:37])=[CH:39][CH:40]=2)=[O:28])=[CH:25][CH:24]=1)([CH3:22])([CH3:20])[CH3:21]. The yield is 0.490. (2) The reactants are C([Li])CCC.B(OC(C)C)(OC(C)C)OC(C)C.Br[C:20]1[CH:25]=[CH:24][C:23]([S:26]([N:29]2[CH2:33][CH2:32][CH2:31][CH2:30]2)(=[O:28])=[O:27])=[CH:22][CH:21]=1.[ClH:34].C(=O)([O-])[O-].[Na+].[Na+].[NH2:41][C:42]1[C:43]([C:49]([NH:51][CH2:52][CH2:53][N:54]2[CH2:59][CH2:58][O:57][CH2:56][CH2:55]2)=[O:50])=[N:44][C:45](Br)=[CH:46][N:47]=1. The catalyst is O1CCCC1.CO.C1C=CC(P(C2C=CC=CC=2)[C-]2C=CC=C2)=CC=1.C1C=CC(P(C2C=CC=CC=2)[C-]2C=CC=C2)=CC=1.Cl[Pd]Cl.[Fe+2]. The product is [ClH:34].[NH2:41][C:42]1[C:43]([C:49]([NH:51][CH2:52][CH2:53][N:54]2[CH2:59][CH2:58][O:57][CH2:56][CH2:55]2)=[O:50])=[N:44][C:45]([C:20]2[CH:25]=[CH:24][C:23]([S:26]([N:29]3[CH2:33][CH2:32][CH2:31][CH2:30]3)(=[O:28])=[O:27])=[CH:22][CH:21]=2)=[CH:46][N:47]=1. The yield is 0.260. (3) The reactants are Cl[CH2:2][CH2:3][CH2:4][C:5]([NH:7][C:8]1[CH:9]=[C:10]([C:18]([O:20][CH3:21])=[O:19])[CH:11]=[C:12]([CH:17]=1)[C:13]([O:15][CH3:16])=[O:14])=[O:6].[H-].[Na+]. The catalyst is CN(C=O)C. The product is [O:6]=[C:5]1[CH2:4][CH2:3][CH2:2][N:7]1[C:8]1[CH:9]=[C:10]([C:18]([O:20][CH3:21])=[O:19])[CH:11]=[C:12]([CH:17]=1)[C:13]([O:15][CH3:16])=[O:14]. The yield is 0.620. (4) The catalyst is C1(C)C(C)=CC=CC=1. The reactants are [N+:1]([C:4]1[CH:5]=[C:6]([N:10]([CH2:13][C:14](=O)[CH3:15])[CH:11]=O)[CH:7]=[CH:8][CH:9]=1)([O-:3])=[O:2].C([O-])(=O)C.[NH4+:21].C(O)(=O)C. The yield is 0.839. The product is [CH3:15][C:14]1[N:21]=[CH:11][N:10]([C:6]2[CH:7]=[CH:8][CH:9]=[C:4]([N+:1]([O-:3])=[O:2])[CH:5]=2)[CH:13]=1. (5) The reactants are [Br:1][C:2]1[CH:7]=[CH:6][C:5]([OH:8])=[CH:4][CH:3]=1.Cl[CH2:10][C:11]1[CH:20]=[CH:19][C:18]2[C:13](=[CH:14][CH:15]=[CH:16][CH:17]=2)[N:12]=1.C([O-])([O-])=O.[K+].[K+]. No catalyst specified. The product is [Br:1][C:2]1[CH:7]=[CH:6][C:5]([O:8][CH2:10][C:11]2[CH:20]=[CH:19][C:18]3[C:13](=[CH:14][CH:15]=[CH:16][CH:17]=3)[N:12]=2)=[CH:4][CH:3]=1. The yield is 0.500. (6) The reactants are [NH2:1][C@H:2]([CH2:7][OH:8])[CH2:3][CH2:4][S:5][CH3:6].[N:9]1([CH2:15][C:16]2[CH:21]=[CH:20][C:19]([C:22]3[O:26][C:25](=[O:27])[C:24]4([CH2:32][CH2:31][CH2:30][CH2:29][CH2:28]4)[N:23]=3)=[CH:18][CH:17]=2)[CH2:14][CH2:13][O:12][CH2:11][CH2:10]1.O. The catalyst is CN(C)C=O. The product is [N:9]1([CH2:15][C:16]2[CH:17]=[CH:18][C:19]([C:22]([NH:23][C:24]3([C:25]([NH:1][C@H:2]([CH2:7][OH:8])[CH2:3][CH2:4][S:5][CH3:6])=[O:27])[CH2:28][CH2:29][CH2:30][CH2:31][CH2:32]3)=[O:26])=[CH:20][CH:21]=2)[CH2:14][CH2:13][O:12][CH2:11][CH2:10]1. The yield is 0.490.